This data is from Reaction yield outcomes from USPTO patents with 853,638 reactions. The task is: Predict the reaction yield, written as a fraction of the theoretical maximum amount of product (1.0 means a 100% yield; for example, 0.34 means a 34% yield). (1) The product is [C:1]([O:5][C:6]([N:8]1[CH2:13][CH2:12][CH:11]([CH2:14][NH:15][C:16](=[O:29])[CH2:17][NH2:18])[CH2:10][CH2:9]1)=[O:7])([CH3:4])([CH3:2])[CH3:3]. The yield is 0.640. The catalyst is CO.C(O)(=O)C.O.[Pd]. The reactants are [C:1]([O:5][C:6]([N:8]1[CH2:13][CH2:12][CH:11]([CH2:14][NH:15][C:16](=[O:29])[CH2:17][NH:18]C(OCC2C=CC=CC=2)=O)[CH2:10][CH2:9]1)=[O:7])([CH3:4])([CH3:3])[CH3:2]. (2) The reactants are [CH3:1][O:2][C:3]1[CH:8]=[CH:7][C:6]([C:9]([C:13]2[CH:18]=[CH:17][C:16]([O:19][CH3:20])=[CH:15][CH:14]=2)=[C:10](Br)[CH3:11])=[CH:5][CH:4]=1.C([Li])CCC.Cl[P:27]([C:34]1[CH:39]=[CH:38][CH:37]=[CH:36][CH:35]=1)[C:28]1[CH:33]=[CH:32][CH:31]=[CH:30][CH:29]=1.[Cl-].[NH4+]. The catalyst is C1COCC1. The product is [CH3:1][O:2][C:3]1[CH:8]=[CH:7][C:6]([C:9]([C:13]2[CH:18]=[CH:17][C:16]([O:19][CH3:20])=[CH:15][CH:14]=2)=[C:10]([P:27]([C:34]2[CH:35]=[CH:36][CH:37]=[CH:38][CH:39]=2)[C:28]2[CH:33]=[CH:32][CH:31]=[CH:30][CH:29]=2)[CH3:11])=[CH:5][CH:4]=1. The yield is 0.660. (3) The reactants are [NH2:1][C:2]1[N:3]=[N+:4]([O-:13])[C:5]2[CH:11]=[C:10]([OH:12])[CH:9]=[CH:8][C:6]=2[N:7]=1.C([O-])([O-])=O.[K+].[K+].Br[CH2:21][CH2:22][O:23][CH3:24]. The catalyst is CN(C=O)C. The product is [CH3:24][O:23][CH2:22][CH2:21][O:12][C:10]1[CH:9]=[CH:8][C:6]2[N:7]=[C:2]([NH2:1])[N:3]=[N+:4]([O-:13])[C:5]=2[CH:11]=1. The yield is 0.770. (4) The reactants are Br[C:2]1[C:3]([CH3:12])=[CH:4][C:5]2[O:9][C:8]([F:10])=[CH:7][C:6]=2[CH:11]=1.[NH2:13][C:14]1[CH:19]=[N:18][C:17](B2OC(C)(C)C(C)(C)O2)=[CH:16][N:15]=1.[O-]P([O-])([O-])=O.[K+].[K+].[K+].CC(=O)OCC. The catalyst is C(#N)C.O1CCOCC1.O. The product is [F:10][C:8]1[O:9][C:5]2[CH:4]=[C:3]([CH3:12])[C:2]([C:17]3[N:18]=[CH:19][C:14]([NH2:13])=[N:15][CH:16]=3)=[CH:11][C:6]=2[CH:7]=1. The yield is 0.254. (5) The reactants are [O:1]1[CH2:6][CH2:5][CH2:4][CH2:3][CH:2]1[O:7][CH2:8][C:9]1([N:12]2[C:16]3[N:17]=[CH:18][N:19]=[CH:20][C:15]=3[CH:14]=[CH:13]2)[CH2:11][CH2:10]1.[I:21]N1C(=O)CCC1=O. The catalyst is CN(C=O)C. The product is [I:21][C:14]1[C:15]2[CH:20]=[N:19][CH:18]=[N:17][C:16]=2[N:12]([C:9]2([CH2:8][O:7][CH:2]3[CH2:3][CH2:4][CH2:5][CH2:6][O:1]3)[CH2:11][CH2:10]2)[CH:13]=1. The yield is 0.790.